From a dataset of NCI-60 drug combinations with 297,098 pairs across 59 cell lines. Regression. Given two drug SMILES strings and cell line genomic features, predict the synergy score measuring deviation from expected non-interaction effect. (1) Drug 1: CCC1(CC2CC(C3=C(CCN(C2)C1)C4=CC=CC=C4N3)(C5=C(C=C6C(=C5)C78CCN9C7C(C=CC9)(C(C(C8N6C)(C(=O)OC)O)OC(=O)C)CC)OC)C(=O)OC)O.OS(=O)(=O)O. Drug 2: C(CN)CNCCSP(=O)(O)O. Cell line: T-47D. Synergy scores: CSS=3.51, Synergy_ZIP=0.245, Synergy_Bliss=1.96, Synergy_Loewe=6.18, Synergy_HSA=1.23. (2) Drug 1: C1CCN(CC1)CCOC2=CC=C(C=C2)C(=O)C3=C(SC4=C3C=CC(=C4)O)C5=CC=C(C=C5)O. Drug 2: C1=NC(=NC(=O)N1C2C(C(C(O2)CO)O)O)N. Cell line: SW-620. Synergy scores: CSS=11.9, Synergy_ZIP=-0.450, Synergy_Bliss=7.08, Synergy_Loewe=-3.57, Synergy_HSA=2.17. (3) Drug 1: C1C(C(OC1N2C=C(C(=O)NC2=O)F)CO)O. Drug 2: CC1=C(N=C(N=C1N)C(CC(=O)N)NCC(C(=O)N)N)C(=O)NC(C(C2=CN=CN2)OC3C(C(C(C(O3)CO)O)O)OC4C(C(C(C(O4)CO)O)OC(=O)N)O)C(=O)NC(C)C(C(C)C(=O)NC(C(C)O)C(=O)NCCC5=NC(=CS5)C6=NC(=CS6)C(=O)NCCC[S+](C)C)O. Cell line: NCI-H460. Synergy scores: CSS=58.2, Synergy_ZIP=-2.63, Synergy_Bliss=-4.17, Synergy_Loewe=-1.36, Synergy_HSA=1.42. (4) Drug 1: C1CCC(CC1)NC(=O)N(CCCl)N=O. Drug 2: CC1=C(C(=CC=C1)Cl)NC(=O)C2=CN=C(S2)NC3=CC(=NC(=N3)C)N4CCN(CC4)CCO. Cell line: MALME-3M. Synergy scores: CSS=5.39, Synergy_ZIP=-0.0474, Synergy_Bliss=7.20, Synergy_Loewe=-0.783, Synergy_HSA=-0.262. (5) Drug 1: C1C(C(OC1N2C=NC3=C(N=C(N=C32)Cl)N)CO)O. Drug 2: C(CC(=O)O)C(=O)CN.Cl. Cell line: HOP-62. Synergy scores: CSS=49.9, Synergy_ZIP=-2.96, Synergy_Bliss=-3.99, Synergy_Loewe=-27.4, Synergy_HSA=-2.09. (6) Drug 1: C1=CC=C(C=C1)NC(=O)CCCCCCC(=O)NO. Drug 2: C#CCC(CC1=CN=C2C(=N1)C(=NC(=N2)N)N)C3=CC=C(C=C3)C(=O)NC(CCC(=O)O)C(=O)O. Cell line: MCF7. Synergy scores: CSS=39.7, Synergy_ZIP=3.03, Synergy_Bliss=2.71, Synergy_Loewe=-13.9, Synergy_HSA=2.47. (7) Drug 1: C1=NC2=C(N=C(N=C2N1C3C(C(C(O3)CO)O)F)Cl)N. Drug 2: CCC1(C2=C(COC1=O)C(=O)N3CC4=CC5=C(C=CC(=C5CN(C)C)O)N=C4C3=C2)O.Cl. Cell line: OVCAR3. Synergy scores: CSS=46.9, Synergy_ZIP=-5.68, Synergy_Bliss=-3.19, Synergy_Loewe=-0.651, Synergy_HSA=1.78. (8) Drug 1: CCC(=C(C1=CC=CC=C1)C2=CC=C(C=C2)OCCN(C)C)C3=CC=CC=C3.C(C(=O)O)C(CC(=O)O)(C(=O)O)O. Drug 2: CC12CCC3C(C1CCC2OP(=O)(O)O)CCC4=C3C=CC(=C4)OC(=O)N(CCCl)CCCl.[Na+]. Cell line: M14. Synergy scores: CSS=7.39, Synergy_ZIP=1.67, Synergy_Bliss=-5.42, Synergy_Loewe=-2.24, Synergy_HSA=-3.72. (9) Drug 1: C1=CC(=CC=C1CCCC(=O)O)N(CCCl)CCCl. Drug 2: CNC(=O)C1=NC=CC(=C1)OC2=CC=C(C=C2)NC(=O)NC3=CC(=C(C=C3)Cl)C(F)(F)F. Cell line: OVCAR-5. Synergy scores: CSS=33.8, Synergy_ZIP=-8.01, Synergy_Bliss=-4.46, Synergy_Loewe=-11.0, Synergy_HSA=-4.88. (10) Drug 1: CC1=C(C(CCC1)(C)C)C=CC(=CC=CC(=CC(=O)O)C)C. Drug 2: C1C(C(OC1N2C=NC(=NC2=O)N)CO)O. Cell line: A498. Synergy scores: CSS=10.5, Synergy_ZIP=-0.418, Synergy_Bliss=-0.879, Synergy_Loewe=-7.36, Synergy_HSA=-7.87.